Predict the reactants needed to synthesize the given product. From a dataset of Full USPTO retrosynthesis dataset with 1.9M reactions from patents (1976-2016). (1) Given the product [CH:1]1[C:6]2[CH2:7][C@H:8]3[N:13]([CH2:14][CH:15]4[CH2:18][CH2:17][CH2:16]4)[CH2:12][CH2:11][C@:10]45[C@H:19]([C@@H:21]([OH:24])[CH2:22][CH2:23][C@@:9]34[OH:25])[O:20][C:4]([C:5]=25)=[C:3]([OH:26])[CH:2]=1.[ClH:27].[CH:1]1[C:6]2[CH2:7][C@H:8]3[N:13]([CH2:14][CH:15]4[CH2:18][CH2:17][CH2:16]4)[CH2:12][CH2:11][C@:10]45[C@H:19]([C@@H:21]([OH:24])[CH2:22][CH2:23][C@@:9]34[OH:25])[O:20][C:4]([C:5]=25)=[C:3]([OH:26])[CH:2]=1, predict the reactants needed to synthesize it. The reactants are: [CH:1]1[C:6]2[CH2:7][C@H:8]3[N:13]([CH2:14][CH:15]4[CH2:18][CH2:17][CH2:16]4)[CH2:12][CH2:11][C@:10]45[C@H:19]([C@@H:21]([OH:24])[CH2:22][CH2:23][C@@:9]34[OH:25])[O:20][C:4]([C:5]=25)=[C:3]([OH:26])[CH:2]=1.[ClH:27].C=CCN1[C@@H]2CC3C=CC(O)=C4O[C@H]5C(CC[C@]2(O)[C@]5(C=34)CC1)=O.Cl. (2) The reactants are: [CH:1]1([C:4]([CH3:9])=[CH:5][C:6]([OH:8])=O)[CH2:3][CH2:2]1.C(/C(=N\O)/C(OCC)=O)#N.[CH3:20][N:21]1[C:25]([C:26](=[N:33][O:34][CH2:35][C:36]2[N:41]=[C:40]([NH2:42])[CH:39]=[CH:38][CH:37]=2)[C:27]2[CH:32]=[CH:31][CH:30]=[CH:29][CH:28]=2)=[N:24][N:23]=[N:22]1.C1(N=C=NC2CCCCC2)CCCCC1. Given the product [CH:1]1([C:4]([CH3:9])=[CH:5][C:6]([NH:42][C:40]2[CH:39]=[CH:38][CH:37]=[C:36]([CH2:35][O:34][N:33]=[C:26]([C:25]3[N:21]([CH3:20])[N:22]=[N:23][N:24]=3)[C:27]3[CH:32]=[CH:31][CH:30]=[CH:29][CH:28]=3)[N:41]=2)=[O:8])[CH2:2][CH2:3]1, predict the reactants needed to synthesize it. (3) Given the product [CH3:1][O:2][C:3]1[CH:4]=[C:5]([C:9]2[O:11][N:23]=[C:22]([C:25]([OH:27])=[O:26])[CH:10]=2)[CH:6]=[CH:7][CH:8]=1, predict the reactants needed to synthesize it. The reactants are: [CH3:1][O:2][C:3]1[CH:4]=[C:5]([C:9](=[O:11])[CH3:10])[CH:6]=[CH:7][CH:8]=1.ClC1C=C(C2O[N:23]=[C:22]([C:25]([OH:27])=[O:26])C=2)C=CC=1F. (4) The reactants are: [CH3:1][CH:2]1[O:7][C:6]2[C:8]([C:14]3[CH:19]=[CH:18][CH:17]=[CH:16][CH:15]=3)=[CH:9][C:10]([CH:12]=O)=[CH:11][C:5]=2[NH:4][C:3]1=[O:20].[CH3:21][NH:22][C:23](=[O:36])[C:24]1[CH:29]=[CH:28][C:27]([N:30]2[CH2:35][CH2:34][NH:33][CH2:32][CH2:31]2)=[CH:26][CH:25]=1. Given the product [CH3:21][NH:22][C:23](=[O:36])[C:24]1[CH:25]=[CH:26][C:27]([N:30]2[CH2:35][CH2:34][N:33]([CH2:12][C:10]3[CH:9]=[C:8]([C:14]4[CH:19]=[CH:18][CH:17]=[CH:16][CH:15]=4)[C:6]4[O:7][CH:2]([CH3:1])[C:3](=[O:20])[NH:4][C:5]=4[CH:11]=3)[CH2:32][CH2:31]2)=[CH:28][CH:29]=1, predict the reactants needed to synthesize it. (5) Given the product [I:1][C:8]1[C:9]([OH:11])=[CH:10][C:5]([C:4]([F:3])([F:12])[F:13])=[N:6][CH:7]=1, predict the reactants needed to synthesize it. The reactants are: [I:1]I.[F:3][C:4]([F:13])([F:12])[C:5]1[CH:10]=[C:9]([OH:11])[CH:8]=[CH:7][N:6]=1.C([O-])([O-])=O.[K+].[K+].